Predict the reactants needed to synthesize the given product. From a dataset of Full USPTO retrosynthesis dataset with 1.9M reactions from patents (1976-2016). The reactants are: [CH3:1][O:2][C:3](=[O:18])[CH2:4][CH2:5][C:6]([NH:8][C:9]1[N:17]=[CH:16][CH:15]=[CH:14][C:10]=1[C:11]([OH:13])=[O:12])=[O:7].[Si](C=[N+]=[N-])(C)(C)[CH3:20]. Given the product [CH3:1][O:2][C:3](=[O:18])[CH2:4][CH2:5][C:6]([NH:8][C:9]1[N:17]=[CH:16][CH:15]=[CH:14][C:10]=1[C:11]([O:13][CH3:20])=[O:12])=[O:7], predict the reactants needed to synthesize it.